Dataset: Drug-target binding data from BindingDB using IC50 measurements. Task: Regression. Given a target protein amino acid sequence and a drug SMILES string, predict the binding affinity score between them. We predict pIC50 (pIC50 = -log10(IC50 in M); higher means more potent). Dataset: bindingdb_ic50. The small molecule is C[C@H]1N[C@H](CO)[C@@H](O)[C@H](O)[C@H]1O. The target protein (P28300) has sequence MRFAWTVLLLGPLQLCALVHCAPPAAGQQQPPREPPAAPGAWRQQIQWENNGQVFSLLSLGSQYQPQRRRDPGAAVPGAANASAQQPRTPILLIRDNRTAAARTRTAGSSGVTAGRPRPTARHWFQAGYSTSRAREAGASRAENQTAPGEVPALSNLRPPSRVDGMVGDDPYNPYKYSDDNPYYNYYDTYERPRPGGRYRPGYGTGYFQYGLPDLVADPYYIQASTYVQKMSMYNLRCAAEENCLASTAYRADVRDYDHRVLLRFPQRVKNQGTSDFLPSRPRYSWEWHSCHQHYHSMDEFSHYDLLDANTQRRVAEGHKASFCLEDTSCDYGYHRRFACTAHTQGLSPGCYDTYGADIDCQWIDITDVKPGNYILKVSVNPSYLVPESDYTNNVVRCDIRYTGHHAYASGCTISPY. The pIC50 is 4.5.